Predict which catalyst facilitates the given reaction. From a dataset of Catalyst prediction with 721,799 reactions and 888 catalyst types from USPTO. (1) Reactant: [C:1]([C:4]1[CH:8]=[C:7]([CH3:9])[N:6]([CH2:10][CH2:11][O:12][C:13](Cl)=[O:14])[N:5]=1)(=[O:3])[CH3:2].Cl.[CH3:17][NH:18][CH3:19].N1C=CC=CC=1. Product: [C:1]([C:4]1[CH:8]=[C:7]([CH3:9])[N:6]([CH2:10][CH2:11][O:12][C:13]([N:18]([CH3:19])[CH3:17])=[O:14])[N:5]=1)(=[O:3])[CH3:2]. The catalyst class is: 4. (2) Reactant: [CH2:1]([C:4]([C:11]1[CH:16]=[CH:15][C:14]([C:17]2[NH:18][C:19]3[CH:25]=[C:24]([C:26]#[N:27])[C:23]([C:28]#[N:29])=[CH:22][C:20]=3[N:21]=2)=[CH:13][CH:12]=1)([CH2:8][CH:9]=[CH2:10])[CH2:5][CH:6]=[CH2:7])[CH:2]=[CH2:3].[CH2:30]1[CH2:40]CN2C(=NCCC2)C[CH2:31]1.ICCC. Product: [CH2:1]([C:4]([C:11]1[CH:16]=[CH:15][C:14]([C:17]2[N:21]([CH2:31][CH2:30][CH3:40])[C:20]3[CH:22]=[C:23]([C:28]#[N:29])[C:24]([C:26]#[N:27])=[CH:25][C:19]=3[N:18]=2)=[CH:13][CH:12]=1)([CH2:8][CH:9]=[CH2:10])[CH2:5][CH:6]=[CH2:7])[CH:2]=[CH2:3]. The catalyst class is: 514.